From a dataset of NCI-60 drug combinations with 297,098 pairs across 59 cell lines. Regression. Given two drug SMILES strings and cell line genomic features, predict the synergy score measuring deviation from expected non-interaction effect. Drug 1: CNC(=O)C1=CC=CC=C1SC2=CC3=C(C=C2)C(=NN3)C=CC4=CC=CC=N4. Drug 2: CC1=C(C(CCC1)(C)C)C=CC(=CC=CC(=CC(=O)O)C)C. Cell line: HL-60(TB). Synergy scores: CSS=62.2, Synergy_ZIP=35.1, Synergy_Bliss=34.9, Synergy_Loewe=35.4, Synergy_HSA=39.2.